This data is from Reaction yield outcomes from USPTO patents with 853,638 reactions. The task is: Predict the reaction yield, written as a fraction of the theoretical maximum amount of product (1.0 means a 100% yield; for example, 0.34 means a 34% yield). The reactants are [F:1][C:2]1[CH:10]=[CH:9][C:5]([C:6]([NH2:8])=[S:7])=[CH:4][CH:3]=1.[Cl:11][CH2:12][C:13]([CH2:15]Cl)=O. No catalyst specified. The product is [Cl:11][CH2:12][C:13]1[N:8]=[C:6]([C:5]2[CH:9]=[CH:10][C:2]([F:1])=[CH:3][CH:4]=2)[S:7][CH:15]=1. The yield is 0.890.